Predict the reaction yield, written as a fraction of the theoretical maximum amount of product (1.0 means a 100% yield; for example, 0.34 means a 34% yield). From a dataset of Reaction yield outcomes from USPTO patents with 853,638 reactions. (1) The product is [CH:1]1([C:4]#[C:5][C:6]2[O:10][N:9]=[C:8]([CH:11]=[O:12])[CH:7]=2)[CH2:3][CH2:2]1. The yield is 0.680. The reactants are [CH:1]1([C:4]#[C:5][C:6]2[O:10][N:9]=[C:8]([CH2:11][OH:12])[CH:7]=2)[CH2:3][CH2:2]1.CC(OI1(OC(C)=O)(OC(C)=O)OC(=O)C2C=CC=CC1=2)=O. The catalyst is ClCCl. (2) The reactants are [OH:1][C:2]1[CH:9]=[CH:8][C:5]([CH2:6][OH:7])=[CH:4][CH:3]=1.C([O-])([O-])=O.[K+].[K+].Br[CH2:17][C:18]([C:20]1[CH:25]=[CH:24][CH:23]=[CH:22][CH:21]=1)=[O:19]. The catalyst is C(#N)C. The product is [OH:7][CH2:6][C:5]1[CH:8]=[CH:9][C:2]([O:1][CH2:17][C:18]([C:20]2[CH:25]=[CH:24][CH:23]=[CH:22][CH:21]=2)=[O:19])=[CH:3][CH:4]=1. The yield is 0.822. (3) The reactants are [N-:1]=[N+:2]=[N-:3].[Na+].[CH3:5][O:6][C:7]([C:9]1[CH:10]=[C:11]([C:20]2[CH:25]=[CH:24][C:23]([CH3:26])=[CH:22][CH:21]=2)[CH:12]=[C:13]([C:15](=O)[NH:16][CH2:17][CH3:18])[CH:14]=1)=[O:8].[Si](Cl)(Cl)(Cl)Cl.C([O-])([O-])=O.[Na+].[Na+]. The catalyst is C(#N)C. The product is [CH3:5][O:6][C:7]([C:9]1[CH:10]=[C:11]([C:20]2[CH:21]=[CH:22][C:23]([CH3:26])=[CH:24][CH:25]=2)[CH:12]=[C:13]([C:15]2[N:16]([CH2:17][CH3:18])[N:3]=[N:2][N:1]=2)[CH:14]=1)=[O:8]. The yield is 0.890. (4) The catalyst is C1COCC1. The product is [NH2:8][C:7]1[C:9]2[C:10](=[CH:11][CH:12]=[CH:13][CH:14]=2)[NH:15][C:16]=1[C:17]([O:19][CH2:20][CH3:21])=[O:18]. The yield is 0.510. The reactants are CC(C)([O-])C.[K+].[C:7]([C:9]1[CH:14]=[CH:13][CH:12]=[CH:11][C:10]=1[NH:15][CH2:16][C:17]([O:19][CH2:20][CH3:21])=[O:18])#[N:8]. (5) The yield is 0.630. The catalyst is CCO. The reactants are CO[C:3](=[O:18])[C:4]1[CH:9]=[C:8]([Cl:10])[CH:7]=[CH:6][C:5]=1[NH:11][C:12](=[O:17])[CH2:13][C:14](=[O:16])[CH3:15].[O-]CC.[Na+]. The product is [C:14]([CH:13]1[C:3](=[O:18])[C:4]2[C:5](=[CH:6][CH:7]=[C:8]([Cl:10])[CH:9]=2)[NH:11][C:12]1=[O:17])(=[O:16])[CH3:15]. (6) The reactants are Cl.[O:2]([NH2:4])[CH3:3].[F:5][C:6]1[CH:11]=[CH:10][CH:9]=[C:8]([F:12])[C:7]=1[C:13]1[N:18]=[C:17]([C:19]([NH:21][C:22]2[CH:23]=[N:24][CH:25]=[CH:26][C:27]=2[C@H:28]2[CH2:33][C@@H:32]([NH:34]C(=O)OC(C)(C)C)[C:31](=O)[C@@H:30]([CH3:43])[CH2:29]2)=[O:20])[CH:16]=[CH:15][C:14]=1[F:44]. The catalyst is CCO.N1C=CC=CC=1. The product is [NH2:34][C@@H:32]1[CH2:33][C@H:28]([C:27]2[CH:26]=[CH:25][N:24]=[CH:23][C:22]=2[NH:21][C:19](=[O:20])[C:17]2[CH:16]=[CH:15][C:14]([F:44])=[C:13]([C:7]3[C:6]([F:5])=[CH:11][CH:10]=[CH:9][C:8]=3[F:12])[N:18]=2)[CH2:29][C@H:30]([CH3:43])/[C:31]/1=[N:4]\[O:2][CH3:3]. The yield is 0.160. (7) The reactants are [O:1]=[C:2]1[NH:6][C@H:5]([C:7]([O:9][CH3:10])=[O:8])[CH2:4][CH2:3]1.[CH3:11][C:12]([O:15][C:16](O[C:16]([O:15][C:12]([CH3:14])([CH3:13])[CH3:11])=[O:17])=[O:17])([CH3:14])[CH3:13].Cl. The catalyst is CN(C1C=CN=CC=1)C.CCOC(C)=O. The product is [O:1]=[C:2]1[N:6]([C:16]([O:15][C:12]([CH3:14])([CH3:13])[CH3:11])=[O:17])[C@H:5]([C:7]([O:9][CH3:10])=[O:8])[CH2:4][CH2:3]1. The yield is 0.870. (8) The reactants are C([O-])(=O)C.[NH4+].COC(C)(C)C.[NH2:12][CH:13]([C:21]1[CH:26]=[CH:25][CH:24]=[CH:23][CH:22]=1)[CH2:14][C:15]([O:17]CCC)=[O:16]. The catalyst is CC(C)=O. The product is [NH2:12][C@H:13]([C:21]1[CH:26]=[CH:25][CH:24]=[CH:23][CH:22]=1)[CH2:14][C:15]([OH:17])=[O:16]. The yield is 0.440. (9) The reactants are [Cl:1][O-].[Na+].[NH:4]1[C:8]([C:9]([O:11][CH2:12][CH3:13])=[O:10])=[CH:7][C:6]([C:14]([O:16][CH2:17][CH3:18])=[O:15])=[N:5]1. The catalyst is CC(O)=O. The product is [CH2:12]([O:11][C:9]([C:8]1[C:7]([Cl:1])=[C:6]([C:14]([O:16][CH2:17][CH3:18])=[O:15])[NH:5][N:4]=1)=[O:10])[CH3:13]. The yield is 0.660. (10) The reactants are [O:1]1[C:6]2[CH:7]=[CH:8][C:9]([NH2:11])=[CH:10][C:5]=2[O:4][CH2:3][CH2:2]1.B(Cl)(Cl)Cl.[Cl:16][CH2:17][C:18]#N.[Cl-].[Ga+3].[Cl-].[Cl-].[OH2:24]. The catalyst is ClCCl. The product is [NH2:11][C:9]1[C:8]([C:18](=[O:24])[CH2:17][Cl:16])=[CH:7][C:6]2[O:1][CH2:2][CH2:3][O:4][C:5]=2[CH:10]=1. The yield is 0.860.